This data is from Reaction yield outcomes from USPTO patents with 853,638 reactions. The task is: Predict the reaction yield, written as a fraction of the theoretical maximum amount of product (1.0 means a 100% yield; for example, 0.34 means a 34% yield). The reactants are [CH2:1]([O:3][C:4]([CH:6]1[C:10](=[O:11])[N:9]([C@H:12]([C:14]2[CH:19]=[CH:18][CH:17]=[CH:16][CH:15]=2)[CH3:13])[CH2:8][C@H:7]1[C:20]1([CH2:23][O:24][Si](C(C)(C)C)(C2C=CC=CC=2)C2C=CC=CC=2)[CH2:22][CH2:21]1)=[O:5])[CH3:2]. The catalyst is N1C=CC=CC=1. The product is [CH2:1]([O:3][C:4]([CH:6]1[C:10](=[O:11])[N:9]([C@H:12]([C:14]2[CH:15]=[CH:16][CH:17]=[CH:18][CH:19]=2)[CH3:13])[CH2:8][C@H:7]1[C:20]1([CH2:23][OH:24])[CH2:21][CH2:22]1)=[O:5])[CH3:2]. The yield is 0.840.